From a dataset of NCI-60 drug combinations with 297,098 pairs across 59 cell lines. Regression. Given two drug SMILES strings and cell line genomic features, predict the synergy score measuring deviation from expected non-interaction effect. Drug 1: C1=CN(C=N1)CC(O)(P(=O)(O)O)P(=O)(O)O. Drug 2: CS(=O)(=O)OCCCCOS(=O)(=O)C. Cell line: SN12C. Synergy scores: CSS=10.4, Synergy_ZIP=-4.29, Synergy_Bliss=-1.29, Synergy_Loewe=1.26, Synergy_HSA=1.64.